Dataset: Catalyst prediction with 721,799 reactions and 888 catalyst types from USPTO. Task: Predict which catalyst facilitates the given reaction. (1) Reactant: [CH3:1][N:2]([CH3:26])[C:3]([N:5]1[C:14]2[C:9](=[CH:10][CH:11]=[CH:12][CH:13]=2)[C:8]2([CH2:19][CH2:18][N:17]([CH:20]3[CH2:25][CH2:24][NH:23][CH2:22][CH2:21]3)[CH2:16][CH2:15]2)[CH2:7][CH2:6]1)=[O:4].C(N(CC)CC)C.[C:34](Cl)(=[O:40])[O:35][CH2:36][C:37]#[C:38][CH3:39]. Product: [CH3:1][N:2]([CH3:26])[C:3]([N:5]1[C:14]2[C:9](=[CH:10][CH:11]=[CH:12][CH:13]=2)[C:8]2([CH2:15][CH2:16][N:17]([CH:20]3[CH2:25][CH2:24][N:23]([C:34]([O:35][CH2:36][C:37]#[C:38][CH3:39])=[O:40])[CH2:22][CH2:21]3)[CH2:18][CH2:19]2)[CH2:7][CH2:6]1)=[O:4]. The catalyst class is: 382. (2) Reactant: [Cl:1][C:2]1[CH:3]=[C:4]([F:31])[C:5]([N:8]2[CH2:13][CH2:12][CH:11]([N:14]3[CH2:18][CH2:17][C@H:16]([O:19][C:20]4[CH:28]=[CH:27][C:23]([C:24](O)=[O:25])=[CH:22][C:21]=4[F:29])[C:15]3=[O:30])[CH2:10][CH2:9]2)=[N:6][CH:7]=1.CN(C(ON1N=NC2C=CC=NC1=2)=[N+](C)C)C.F[P-](F)(F)(F)(F)F.C(N(C(C)C)C(C)C)C.Cl.[NH:66]1[CH2:70][CH2:69][C@@H:68]([OH:71])[CH2:67]1. Product: [Cl:1][C:2]1[CH:3]=[C:4]([F:31])[C:5]([N:8]2[CH2:9][CH2:10][CH:11]([N:14]3[CH2:18][CH2:17][C@H:16]([O:19][C:20]4[CH:28]=[CH:27][C:23]([C:24]([N:66]5[CH2:70][CH2:69][C@@H:68]([OH:71])[CH2:67]5)=[O:25])=[CH:22][C:21]=4[F:29])[C:15]3=[O:30])[CH2:12][CH2:13]2)=[N:6][CH:7]=1. The catalyst class is: 31. (3) Reactant: [Cl:1][C:2]1[CH:9]=[CH:8][C:5]([CH:6]=[O:7])=[CH:4][CH:3]=1.[C:10]([Na])#[CH:11]. Product: [Cl:1][C:2]1[CH:9]=[CH:8][C:5]([CH:6]([OH:7])[C:10]#[CH:11])=[CH:4][CH:3]=1. The catalyst class is: 1.